Dataset: Forward reaction prediction with 1.9M reactions from USPTO patents (1976-2016). Task: Predict the product of the given reaction. (1) Given the reactants [CH3:1][C:2]1[CH:7]=[C:6]([C:8]#[C:9][CH3:10])[CH:5]=[C:4]([CH3:11])[C:3]=1[C:12]1[C:13](=[O:27])[CH2:14][CH:15]([CH2:20][CH:21]2[CH2:26][CH2:25][O:24][CH2:23][CH2:22]2)[CH2:16][C:17]=1[O:18]C, predict the reaction product. The product is: [CH3:1][C:2]1[CH:7]=[C:6]([C:8]#[C:9][CH3:10])[CH:5]=[C:4]([CH3:11])[C:3]=1[CH:12]1[C:13](=[O:27])[CH2:14][CH:15]([CH2:20][CH:21]2[CH2:22][CH2:23][O:24][CH2:25][CH2:26]2)[CH2:16][C:17]1=[O:18]. (2) The product is: [CH3:17][C:18]1([CH3:29])[C:22]([CH3:24])([CH3:23])[O:21][B:20]([C:2]2[C:3]3([CH2:8][CH2:9][CH2:10][CH:11]=2)[O:7][CH2:6][CH2:5][O:4]3)[O:19]1. Given the reactants I[C:2]1[C:3]2([CH2:8][CH2:9][CH2:10][CH:11]=1)[O:7][CH2:6][CH2:5][O:4]2.C([Li])CCC.[CH3:17][C:18]1([CH3:29])[C:22]([CH3:24])([CH3:23])[O:21][B:20](OC(C)C)[O:19]1.O, predict the reaction product. (3) Given the reactants Cl[C:2]1[N:10]=[CH:9][N:8]=[C:7]2[C:3]=1[N:4]=[CH:5][N:6]2[CH:11]1[CH2:15][CH2:14][CH2:13][O:12]1.ClC1N=CN=C2C=1NC=N2.[OH:26][C:27]1[CH:28]=[C:29]([CH:32]=[CH:33][CH:34]=1)[CH2:30][NH2:31].C(N(C(C)C)C(C)C)C, predict the reaction product. The product is: [OH:26][C:27]1[CH:28]=[C:29]([CH:32]=[CH:33][CH:34]=1)[CH2:30][NH:31][C:2]1[N:10]=[CH:9][N:8]=[C:7]2[C:3]=1[N:4]=[CH:5][N:6]2[CH:11]1[CH2:15][CH2:14][CH2:13][O:12]1. (4) Given the reactants [C:1]([O:5][C:6]([N:8]1[CH2:13][CH2:12][CH2:11][C:10](=O)[CH2:9]1)=[O:7])([CH3:4])([CH3:3])[CH3:2].CC1C=CC(S(O)(=O)=O)=CC=1.[CH:26]1([O:31][C:32](=[O:39])[C@@H:33]([NH2:38])[CH2:34][CH:35]([CH3:37])[CH3:36])[CH2:30][CH2:29][CH2:28][CH2:27]1.C(O[BH-](OC(=O)C)OC(=O)C)(=O)C.[Na+].C(=O)([O-])O.[Na+], predict the reaction product. The product is: [C:1]([O:5][C:6]([N:8]1[CH2:13][CH2:12][CH2:11][CH:10]([NH:38][C@H:33]([C:32]([O:31][CH:26]2[CH2:27][CH2:28][CH2:29][CH2:30]2)=[O:39])[CH2:34][CH:35]([CH3:37])[CH3:36])[CH2:9]1)=[O:7])([CH3:4])([CH3:3])[CH3:2]. (5) Given the reactants [Br:1][C:2]1[CH:3]=[C:4]2[C:8](=[CH:9][CH:10]=1)[N:7]([CH3:11])[C:6]([C:12]([O:14][CH2:15][CH3:16])=[O:13])=[CH:5]2.[B-](F)(F)(F)[F:18].[B-](F)(F)(F)F.C1[N+]2(CCl)CC[N+](F)(CC2)C1, predict the reaction product. The product is: [Br:1][C:2]1[CH:3]=[C:4]2[C:8](=[CH:9][CH:10]=1)[N:7]([CH3:11])[C:6]([C:12]([O:14][CH2:15][CH3:16])=[O:13])=[C:5]2[F:18]. (6) Given the reactants I[C:2]1[S:23][C:5]2=[N:6][CH:7]=[C:8]([C:21]#[N:22])[C:9]([NH:10][C:11]3[C:12]([CH3:20])=[C:13]4[C:17](=[CH:18][CH:19]=3)[NH:16][CH:15]=[CH:14]4)=[C:4]2[C:3]=1[CH3:24].CC1(C)C(C)(C)OB([C:33]2[CH2:38][CH2:37][N:36]([C:39]([O:41][C:42]([CH3:45])([CH3:44])[CH3:43])=[O:40])[CH2:35][CH:34]=2)O1.C1(P(C2C=CC=CC=2)C2C=CC=CC=2)C=CC=CC=1.C(=O)(O)[O-].[Na+], predict the reaction product. The product is: [C:21]([C:8]1[C:9]([NH:10][C:11]2[C:12]([CH3:20])=[C:13]3[C:17](=[CH:18][CH:19]=2)[NH:16][CH:15]=[CH:14]3)=[C:4]2[C:3]([CH3:24])=[C:2]([C:33]3[CH2:38][CH2:37][N:36]([C:39]([O:41][C:42]([CH3:45])([CH3:44])[CH3:43])=[O:40])[CH2:35][CH:34]=3)[S:23][C:5]2=[N:6][CH:7]=1)#[N:22]. (7) Given the reactants [H-].[H-].[H-].[H-].[Li+].[Al+3].[CH:7]1([CH2:13][C@H:14]([CH2:19][CH:20]=[CH2:21])[C:15]([NH:17][CH3:18])=O)[CH2:12][CH2:11][CH2:10][CH2:9][CH2:8]1.O.[OH-].[Na+], predict the reaction product. The product is: [CH:7]1([CH2:13][C@H:14]([CH2:19][CH:20]=[CH2:21])[CH2:15][NH:17][CH3:18])[CH2:12][CH2:11][CH2:10][CH2:9][CH2:8]1.